This data is from NCI-60 drug combinations with 297,098 pairs across 59 cell lines. The task is: Regression. Given two drug SMILES strings and cell line genomic features, predict the synergy score measuring deviation from expected non-interaction effect. (1) Drug 1: CC1=C(C(CCC1)(C)C)C=CC(=CC=CC(=CC(=O)O)C)C. Drug 2: CCC(=C(C1=CC=CC=C1)C2=CC=C(C=C2)OCCN(C)C)C3=CC=CC=C3.C(C(=O)O)C(CC(=O)O)(C(=O)O)O. Cell line: HS 578T. Synergy scores: CSS=3.41, Synergy_ZIP=-1.95, Synergy_Bliss=3.32, Synergy_Loewe=-9.33, Synergy_HSA=-1.69. (2) Drug 1: CN1CCC(CC1)COC2=C(C=C3C(=C2)N=CN=C3NC4=C(C=C(C=C4)Br)F)OC. Drug 2: CC1=C(C(=CC=C1)Cl)NC(=O)C2=CN=C(S2)NC3=CC(=NC(=N3)C)N4CCN(CC4)CCO. Cell line: HOP-62. Synergy scores: CSS=34.5, Synergy_ZIP=4.35, Synergy_Bliss=16.1, Synergy_Loewe=15.0, Synergy_HSA=16.1. (3) Drug 1: CCC1(CC2CC(C3=C(CCN(C2)C1)C4=CC=CC=C4N3)(C5=C(C=C6C(=C5)C78CCN9C7C(C=CC9)(C(C(C8N6C)(C(=O)OC)O)OC(=O)C)CC)OC)C(=O)OC)O.OS(=O)(=O)O. Drug 2: C(CN)CNCCSP(=O)(O)O. Cell line: HCT-15. Synergy scores: CSS=2.41, Synergy_ZIP=1.19, Synergy_Bliss=-0.938, Synergy_Loewe=2.40, Synergy_HSA=-4.00. (4) Drug 1: C1=C(C(=O)NC(=O)N1)N(CCCl)CCCl. Synergy scores: CSS=72.3, Synergy_ZIP=-2.11, Synergy_Bliss=-3.50, Synergy_Loewe=-3.95, Synergy_HSA=-2.23. Drug 2: CCN(CC)CCCC(C)NC1=C2C=C(C=CC2=NC3=C1C=CC(=C3)Cl)OC. Cell line: SR. (5) Drug 1: CC1=C(C=C(C=C1)NC2=NC=CC(=N2)N(C)C3=CC4=NN(C(=C4C=C3)C)C)S(=O)(=O)N.Cl. Drug 2: CC1CCCC2(C(O2)CC(NC(=O)CC(C(C(=O)C(C1O)C)(C)C)O)C(=CC3=CSC(=N3)C)C)C. Cell line: BT-549. Synergy scores: CSS=-4.81, Synergy_ZIP=0.252, Synergy_Bliss=-6.45, Synergy_Loewe=-14.9, Synergy_HSA=-9.21. (6) Drug 1: CC1=CC2C(CCC3(C2CCC3(C(=O)C)OC(=O)C)C)C4(C1=CC(=O)CC4)C. Drug 2: CCN(CC)CCCC(C)NC1=C2C=C(C=CC2=NC3=C1C=CC(=C3)Cl)OC. Cell line: SN12C. Synergy scores: CSS=20.2, Synergy_ZIP=-1.34, Synergy_Bliss=7.52, Synergy_Loewe=-5.36, Synergy_HSA=5.86. (7) Drug 1: CN(CC1=CN=C2C(=N1)C(=NC(=N2)N)N)C3=CC=C(C=C3)C(=O)NC(CCC(=O)O)C(=O)O. Drug 2: C1CC(CNC1)C2=CC=C(C=C2)N3C=C4C=CC=C(C4=N3)C(=O)N. Cell line: HCT116. Synergy scores: CSS=57.0, Synergy_ZIP=-5.46, Synergy_Bliss=-9.89, Synergy_Loewe=-10.8, Synergy_HSA=-7.32. (8) Cell line: MOLT-4. Drug 1: CC1=CC2C(CCC3(C2CCC3(C(=O)C)OC(=O)C)C)C4(C1=CC(=O)CC4)C. Drug 2: CC1CCC2CC(C(=CC=CC=CC(CC(C(=O)C(C(C(=CC(C(=O)CC(OC(=O)C3CCCCN3C(=O)C(=O)C1(O2)O)C(C)CC4CCC(C(C4)OC)OCCO)C)C)O)OC)C)C)C)OC. Synergy scores: CSS=34.5, Synergy_ZIP=0.0433, Synergy_Bliss=1.55, Synergy_Loewe=-16.8, Synergy_HSA=4.98. (9) Drug 1: CNC(=O)C1=CC=CC=C1SC2=CC3=C(C=C2)C(=NN3)C=CC4=CC=CC=N4. Drug 2: CC(C1=C(C=CC(=C1Cl)F)Cl)OC2=C(N=CC(=C2)C3=CN(N=C3)C4CCNCC4)N. Cell line: HCC-2998. Synergy scores: CSS=17.2, Synergy_ZIP=-1.50, Synergy_Bliss=1.25, Synergy_Loewe=-0.696, Synergy_HSA=-0.126. (10) Drug 1: C1=CN(C(=O)N=C1N)C2C(C(C(O2)CO)O)O.Cl. Drug 2: CC1=C2C(C(=O)C3(C(CC4C(C3C(C(C2(C)C)(CC1OC(=O)C(C(C5=CC=CC=C5)NC(=O)C6=CC=CC=C6)O)O)OC(=O)C7=CC=CC=C7)(CO4)OC(=O)C)O)C)OC(=O)C. Cell line: UACC-257. Synergy scores: CSS=3.54, Synergy_ZIP=-6.49, Synergy_Bliss=-1.96, Synergy_Loewe=-9.15, Synergy_HSA=-4.05.